From a dataset of Reaction yield outcomes from USPTO patents with 853,638 reactions. Predict the reaction yield, written as a fraction of the theoretical maximum amount of product (1.0 means a 100% yield; for example, 0.34 means a 34% yield). The reactants are [C:1]1([CH2:7][CH2:8][CH:9]=O)[CH:6]=[CH:5][CH:4]=[CH:3][CH:2]=1.[CH2:11]([NH:18][C:19]([C:21]1[S:25][C:24]([N:26]2[CH2:31][CH2:30][CH2:29][CH2:28][C:27]2=[O:32])=[N:23][C:22]=1[CH3:33])=[O:20])[C:12]1[CH:17]=[CH:16][CH:15]=[CH:14][CH:13]=1. No catalyst specified. The product is [CH2:11]([NH:18][C:19]([C:21]1[S:25][C:24]([N:26]2[CH2:31][CH2:30][CH2:29][CH:28]([CH2:9][CH2:8][CH2:7][C:1]3[CH:2]=[CH:3][CH:4]=[CH:5][CH:6]=3)[C:27]2=[O:32])=[N:23][C:22]=1[CH3:33])=[O:20])[C:12]1[CH:17]=[CH:16][CH:15]=[CH:14][CH:13]=1. The yield is 0.100.